Dataset: Reaction yield outcomes from USPTO patents with 853,638 reactions. Task: Predict the reaction yield, written as a fraction of the theoretical maximum amount of product (1.0 means a 100% yield; for example, 0.34 means a 34% yield). (1) The reactants are [Cl:1][C:2]1[C:10]([N:11]([CH3:20])[S:12]([C:15]2[S:16][CH:17]=[CH:18][CH:19]=2)(=[O:14])=[O:13])=[C:9]2[C:5]([CH:6]=[C:7]([C:21]([NH2:23])=O)[NH:8]2)=[CH:4][CH:3]=1.COC1C=CC(P2(SP(C3C=CC(OC)=CC=3)(=S)S2)=[S:33])=CC=1. The catalyst is O1CCCC1. The product is [Cl:1][C:2]1[C:10]([N:11]([CH3:20])[S:12]([C:15]2[S:16][CH:17]=[CH:18][CH:19]=2)(=[O:14])=[O:13])=[C:9]2[C:5]([CH:6]=[C:7]([C:21](=[S:33])[NH2:23])[NH:8]2)=[CH:4][CH:3]=1. The yield is 0.840. (2) The reactants are [CH2:1]([N:3]([N:11]1[CH:15]=[C:14]([C:16]2[CH:17]=[N:18][CH:19]=[CH:20][CH:21]=2)[N:13]=[CH:12]1)[C:4](=[O:10])[O:5][C:6]([CH3:9])([CH3:8])[CH3:7])[CH3:2].[Li+].CCC[CH2-].[Cl:27]C(Cl)(Cl)C(Cl)(Cl)Cl. The catalyst is O1CCCC1. The product is [Cl:27][C:12]1[N:11]([N:3]([CH2:1][CH3:2])[C:4](=[O:10])[O:5][C:6]([CH3:9])([CH3:7])[CH3:8])[CH:15]=[C:14]([C:16]2[CH:17]=[N:18][CH:19]=[CH:20][CH:21]=2)[N:13]=1. The yield is 0.0350. (3) The reactants are [CH3:1][P:2]1(=[O:8])[CH2:7][CH2:6][NH:5][CH2:4][CH2:3]1.F[C:10]1[CH:11]=[CH:12][C:13]([N+:18]([O-:20])=[O:19])=[C:14]([O:16][CH3:17])[CH:15]=1.C([O-])([O-])=O.[K+].[K+]. The catalyst is CN(C=O)C. The product is [CH3:17][O:16][C:14]1[CH:15]=[C:10]([N:5]2[CH2:6][CH2:7][P:2](=[O:8])([CH3:1])[CH2:3][CH2:4]2)[CH:11]=[CH:12][C:13]=1[N+:18]([O-:20])=[O:19]. The yield is 0.960. (4) The reactants are [N+:1]([C:4]1[CH:5]=[C:6]([N:19]2[CH2:24][CH2:23][NH:22][CH2:21][CH2:20]2)[CH:7]=[CH:8][C:9]=1[S:10]([C:13]1[CH:18]=[CH:17][CH:16]=[CH:15][CH:14]=1)(=[O:12])=[O:11])([O-:3])=[O:2].[OH-].[Na+].[C:27](O[C:27]([O:29][C:30]([CH3:33])([CH3:32])[CH3:31])=[O:28])([O:29][C:30]([CH3:33])([CH3:32])[CH3:31])=[O:28].Cl. The catalyst is C1COCC1.O.CCOC(C)=O. The product is [N+:1]([C:4]1[CH:5]=[C:6]([N:19]2[CH2:24][CH2:23][N:22]([C:27]([O:29][C:30]([CH3:33])([CH3:32])[CH3:31])=[O:28])[CH2:21][CH2:20]2)[CH:7]=[CH:8][C:9]=1[S:10]([C:13]1[CH:14]=[CH:15][CH:16]=[CH:17][CH:18]=1)(=[O:12])=[O:11])([O-:3])=[O:2]. The yield is 0.870. (5) The reactants are [OH-].[Na+].[Cl:3][C:4]1[CH:13]=[CH:12][C:11]([C:14]#[C:15][Si](C)(C)C)=[CH:10][C:5]=1[C:6]([O:8]C)=[O:7]. The catalyst is CO. The product is [Cl:3][C:4]1[CH:13]=[CH:12][C:11]([C:14]#[CH:15])=[CH:10][C:5]=1[C:6]([OH:8])=[O:7]. The yield is 0.950. (6) The reactants are Cl[C:2]1[CH:7]=[C:6]([O:8][C:9]2[CH:10]=[CH:11][C:12]([N:16]3[C:20](=[O:21])[NH:19][C:18]([C:22]([CH3:27])([CH3:26])[CH2:23][O:24][CH3:25])=[N:17]3)=[N:13][C:14]=2[CH3:15])[CH:5]=[CH:4][N:3]=1.[CH3:28][N:29]1[CH:33]=[C:32](B2OC(C)(C)C(C)(C)O2)[CH:31]=[N:30]1.C([O-])([O-])=O.[K+].[K+].O1CCOCC1. The catalyst is O.C1C=CC([P]([Pd]([P](C2C=CC=CC=2)(C2C=CC=CC=2)C2C=CC=CC=2)([P](C2C=CC=CC=2)(C2C=CC=CC=2)C2C=CC=CC=2)[P](C2C=CC=CC=2)(C2C=CC=CC=2)C2C=CC=CC=2)(C2C=CC=CC=2)C2C=CC=CC=2)=CC=1. The product is [CH3:25][O:24][CH2:23][C:22]([C:18]1[NH:19][C:20](=[O:21])[N:16]([C:12]2[CH:11]=[CH:10][C:9]([O:8][C:6]3[CH:5]=[CH:4][N:3]=[C:2]([C:32]4[CH:31]=[N:30][N:29]([CH3:28])[CH:33]=4)[CH:7]=3)=[C:14]([CH3:15])[N:13]=2)[N:17]=1)([CH3:27])[CH3:26]. The yield is 0.760. (7) The reactants are CO[C:3]1C=C[C:6]([C:9]2[C:14]3OC4C=CC=CC=4[C:13]=3[CH:12]=[CH:11][CH:10]=2)=[CH:5][CH:4]=1.Cl.[NH+:23]1C=CC=CC=1.[OH2:29]. No catalyst specified. The product is [CH3:3][C:4]1[CH:5]=[CH:6][C:9]2[C:14](=[C:13]([OH:29])[CH:12]=[CH:11][CH:10]=2)[N:23]=1. The yield is 0.600.